Dataset: Full USPTO retrosynthesis dataset with 1.9M reactions from patents (1976-2016). Task: Predict the reactants needed to synthesize the given product. (1) Given the product [C:13]([O:17][C:18]([N:20]1[CH2:24][CH2:23][C@H:22]([O:25][C:34]2[C:35]([F:37])=[C:36]3[C:31](=[CH:32][CH:33]=2)[N:30]=[CH:29][CH:28]=[C:27]3[Cl:26])[CH2:21]1)=[O:19])([CH3:16])([CH3:14])[CH3:15], predict the reactants needed to synthesize it. The reactants are: CCOC(/N=N/C(OCC)=O)=O.[C:13]([O:17][C:18]([N:20]1[CH2:24][CH2:23][C@@H:22]([OH:25])[CH2:21]1)=[O:19])([CH3:16])([CH3:15])[CH3:14].[Cl:26][C:27]1[C:36]2[C:31](=[CH:32][CH:33]=[C:34](O)[C:35]=2[F:37])[N:30]=[CH:29][CH:28]=1.C1(P(C2C=CC=CC=2)C2C=CC=CC=2)C=CC=CC=1. (2) Given the product [CH3:1][C:2]1[CH:6]=[C:5]([CH3:7])[N:4]([CH:8]([CH3:12])[C:9]([CH:19]2[C:14](=[O:13])[CH2:15][CH2:16][N:17]([C:20]([O:22][C:23]([CH3:26])([CH3:25])[CH3:24])=[O:21])[CH2:18]2)=[O:10])[N:3]=1, predict the reactants needed to synthesize it. The reactants are: [CH3:1][C:2]1[CH:6]=[C:5]([CH3:7])[N:4]([CH:8]([CH3:12])[C:9](Cl)=[O:10])[N:3]=1.[O:13]=[C:14]1[CH2:19][CH2:18][N:17]([C:20]([O:22][C:23]([CH3:26])([CH3:25])[CH3:24])=[O:21])[CH2:16][CH2:15]1. (3) The reactants are: C[C:2]1[N:3]([C@@H:8]([CH2:12][CH2:13][CH2:14][CH2:15]O)[C:9]([OH:11])=O)[C:4]([CH3:7])=[CH:5][CH:6]=1.[CH3:17][S:18]([N:21]1[CH2:26][CH2:25][NH:24][CH2:23][CH2:22]1)(=[O:20])=[O:19].ClCCl.[CH:30]1C=CC2N(O)N=NC=2[CH:35]=1.NO.Cl.NO.C(Cl)(=[O:52])C1C=CC=CC=1.N[C@@H](CCCCO)C(N1CCN(S(C)(=O)=O)CC1)=O.O=C(N1CCCC1)[C@@H](NC(=O)C1C=CC=CC=1)CCCCN[C@@H]1C[C@H]1C1C=CC=CC=1.CS(N1CCN(C(=O)[C@@H](NC(=O)C2C=CC=CC=2)CCCC=O)CC1)(=O)=O.[F:131][C:132]1[CH:137]=[CH:136][C:135]([C@@H:138]2[CH2:140][C@H:139]2[NH2:141])=[CH:134][CH:133]=1. Given the product [F:131][C:132]1[CH:133]=[CH:134][C:135]([C@@H:138]2[CH2:140][C@H:139]2[NH:141][CH2:15][CH2:14][CH2:13][CH2:12][C@H:8]([NH:3][C:2](=[O:52])[C:6]2[CH:5]=[CH:4][CH:7]=[CH:35][CH:30]=2)[C:9]([N:24]2[CH2:25][CH2:26][N:21]([S:18]([CH3:17])(=[O:20])=[O:19])[CH2:22][CH2:23]2)=[O:11])=[CH:136][CH:137]=1, predict the reactants needed to synthesize it. (4) Given the product [Cl:19][C:16]1[CH:17]=[CH:18][C:13]([O:12][C:9]2[CH:8]=[CH:7][C:6]([CH2:5][CH2:4][O:3][C:1]3[NH:2][CH:29]=[C:28]([CH2:33][C:34]4[CH:35]=[N:36][C:37]([O:40][CH3:41])=[N:38][CH:39]=4)[C:27](=[O:26])[N:25]=3)=[CH:11][CH:10]=2)=[CH:14][C:15]=1[O:20][C:21]([F:24])([F:22])[F:23], predict the reactants needed to synthesize it. The reactants are: [C:1](=[NH:25])([O:3][CH2:4][CH2:5][C:6]1[CH:11]=[CH:10][C:9]([O:12][C:13]2[CH:18]=[CH:17][C:16]([Cl:19])=[C:15]([O:20][C:21]([F:24])([F:23])[F:22])[CH:14]=2)=[CH:8][CH:7]=1)[NH2:2].[OH:26]/[CH:27]=[C:28](/[CH2:33][C:34]1[CH:35]=[N:36][C:37]([O:40][CH3:41])=[N:38][CH:39]=1)\[C:29](OC)=O.C([O-])([O-])=O.[Cs+].[Cs+]. (5) Given the product [CH:1]([C:3]1[CH:11]=[CH:10][C:6]([C:7]([O:9][C:13]([CH3:16])([CH3:15])[CH3:14])=[O:8])=[CH:5][C:4]=1[OH:12])=[O:2], predict the reactants needed to synthesize it. The reactants are: [CH:1]([C:3]1[CH:11]=[CH:10][C:6]([C:7]([OH:9])=[O:8])=[CH:5][C:4]=1[OH:12])=[O:2].[C:13](OC(O[C:13]([CH3:16])([CH3:15])[CH3:14])N(C)C)([CH3:16])([CH3:15])[CH3:14].